From a dataset of Catalyst prediction with 721,799 reactions and 888 catalyst types from USPTO. Predict which catalyst facilitates the given reaction. (1) Reactant: [CH2:1]([C:8]1[CH:9]=[C:10]([C:14]2[NH:19][CH2:18][C:17](=[O:20])[N:16]([CH2:21][C:22]([F:25])([F:24])[F:23])[N:15]=2)[CH:11]=[CH:12][CH:13]=1)[C:2]1[CH:7]=[CH:6][CH:5]=[CH:4][CH:3]=1.[K+].[Br-]. Product: [CH2:1]([C:8]1[CH:9]=[C:10]([C:14]2[N:19]=[CH:18][C:17](=[O:20])[N:16]([CH2:21][C:22]([F:25])([F:23])[F:24])[N:15]=2)[CH:11]=[CH:12][CH:13]=1)[C:2]1[CH:7]=[CH:6][CH:5]=[CH:4][CH:3]=1. The catalyst class is: 13. (2) Reactant: [Br:1][C:2]1[CH:3]=[C:4]([CH:7]=[CH:8][C:9]=1[F:10])[CH:5]=[O:6].[O-:11][Mn](=O)(=O)=O.[K+]. Product: [Br:1][C:2]1[CH:3]=[C:4]([CH:7]=[CH:8][C:9]=1[F:10])[C:5]([OH:11])=[O:6]. The catalyst class is: 6. (3) Reactant: [Cl:1][C:2]1[NH:6][C:5]2[CH:7]=[CH:8][CH:9]=[CH:10][C:4]=2[N:3]=1.[H-].[Na+].I[CH3:14].O. Product: [Cl:1][C:2]1[N:6]([CH3:14])[C:5]2[CH:7]=[CH:8][CH:9]=[CH:10][C:4]=2[N:3]=1. The catalyst class is: 9. (4) Reactant: [C:1]([O:4][CH2:5][CH2:6][O:7][CH:8]([O:34][CH2:35][CH2:36][O:37][C:38](=[O:40])[CH3:39])[O:9][C@@H:10]1[C@H:14]([O:15][Si](C(C)(C)C)(C)C)[C@@H:13]([CH:23](I)O)[O:12][C@H:11]1[N:26]1[CH:33]=[CH:32][C:30](=[O:31])[NH:29][C:27]1=[O:28])(=[O:3])[CH3:2].CCN(C(C)C)C(C)C.O.[F-].C([N+](CCCC)(CCCC)CCCC)CCC. Product: [C:1]([O:4][CH2:5][CH2:6][O:7][CH:8]([O:34][CH2:35][CH2:36][O:37][C:38](=[O:40])[CH3:39])[O:9][C@@H:10]1[C@H:14]([OH:15])[C@@H:13]([CH3:23])[O:12][C@H:11]1[N:26]1[CH:33]=[CH:32][C:30](=[O:31])[NH:29][C:27]1=[O:28])(=[O:3])[CH3:2]. The catalyst class is: 312. (5) Reactant: Cl[C:2]1[CH:7]=[CH:6][C:5]([S:8]([NH2:11])(=[O:10])=[O:9])=[CH:4][C:3]=1[N+:12]([O-:14])=[O:13].[O:15]([C:22]1[CH:28]=[CH:27][CH:26]=[CH:25][C:23]=1[NH2:24])[C:16]1[CH:21]=[CH:20][CH:19]=[CH:18][CH:17]=1.C[Si](C)(C)[N-][Si](C)(C)C.[Li+]. Product: [N+:12]([C:3]1[CH:4]=[C:5]([S:8]([NH2:11])(=[O:10])=[O:9])[CH:6]=[CH:7][C:2]=1[NH:24][C:23]1[CH:25]=[CH:26][CH:27]=[CH:28][C:22]=1[O:15][C:16]1[CH:17]=[CH:18][CH:19]=[CH:20][CH:21]=1)([O-:14])=[O:13]. The catalyst class is: 56. (6) Reactant: [NH2:1][C:2]1[C:7]([O:8][CH2:9][C:10]2[CH:15]=[CH:14][CH:13]=[CH:12][CH:11]=2)=[CH:6][CH:5]=[CH:4][N:3]=1.[CH:16]1([N+:22]#[C-:23])[CH2:21][CH2:20][CH2:19][CH2:18][CH2:17]1.[CH:24](=[O:26])[CH3:25].[C:27]([Cl:30])(=O)[CH3:28]. Product: [Cl-:30].[C:24]([N+:1]1[C:27]([CH3:28])=[C:23]([NH:22][CH:16]2[CH2:21][CH2:20][CH2:19][CH2:18][CH2:17]2)[N:3]2[CH:4]=[CH:5][CH:6]=[C:7]([O:8][CH2:9][C:10]3[CH:11]=[CH:12][CH:13]=[CH:14][CH:15]=3)[C:2]=12)(=[O:26])[CH3:25]. The catalyst class is: 519. (7) Reactant: [CH2:1]1[C@H:6]2[CH2:7][C:8](=O)[CH2:9][C@H:5]2[CH2:4][C:3](=[O:11])[NH:2]1.[CH3:12][NH:13][CH2:14][C:15]1[CH:20]=[CH:19][CH:18]=[CH:17][CH:16]=1.C([BH3-])#N.[Na+]. Product: [CH2:14]([N:13]([CH3:12])[CH:8]1[CH2:7][C@@H:6]2[CH2:1][NH:2][C:3](=[O:11])[CH2:4][C@@H:5]2[CH2:9]1)[C:15]1[CH:20]=[CH:19][CH:18]=[CH:17][CH:16]=1. The catalyst class is: 130.